Dataset: Choline transporter screen with 302,306 compounds. Task: Binary Classification. Given a drug SMILES string, predict its activity (active/inactive) in a high-throughput screening assay against a specified biological target. (1) The drug is O=C(N1CCN(C2CCCCC2)CC1)c1c(n(nc1)c1ccccc1)n1cccc1. The result is 0 (inactive). (2) The molecule is OCC(Nc1nc(NCC=C)nc(OCC)n1)(C)C. The result is 0 (inactive). (3) The molecule is n12ncnc2nc(c(c1NCC#C)C)C. The result is 1 (active).